Dataset: Oral bioavailability binary classification data from Ma et al.. Task: Regression/Classification. Given a drug SMILES string, predict its absorption, distribution, metabolism, or excretion properties. Task type varies by dataset: regression for continuous measurements (e.g., permeability, clearance, half-life) or binary classification for categorical outcomes (e.g., BBB penetration, CYP inhibition). Dataset: bioavailability_ma. (1) The drug is CN1[C@H]2CC[C@@H]1C[C@H](OC(=O)c1c[nH]c3ccccc13)C2. The result is 1 (high bioavailability). (2) The molecule is CC#C[C@]1(O)CC[C@H]2[C@@H]3CCC4=CC(=O)CCC4=C3[C@@H](c3ccc(N(C)C)cc3)C[C@@]21C. The result is 1 (high bioavailability). (3) The compound is CCc1c2c(nc3ccc(OC(=O)N4CCC(N5CCCCC5)CC4)cc13)-c1cc3c(c(=O)n1C2)COC(=O)[C@]3(O)CC. The result is 0 (low bioavailability).